Task: Predict the reactants needed to synthesize the given product.. Dataset: Full USPTO retrosynthesis dataset with 1.9M reactions from patents (1976-2016) (1) Given the product [C:1]12([NH:11][CH2:19][C:18]3[CH:21]=[CH:22][C:15]([O:14][CH2:12][CH3:13])=[CH:16][CH:17]=3)[CH2:8][CH:7]3[CH2:6][CH:5]([CH2:4][CH:3]([CH2:9]3)[CH2:2]1)[CH2:10]2, predict the reactants needed to synthesize it. The reactants are: [C:1]12([NH2:11])[CH2:10][CH:5]3[CH2:6][CH:7]([CH2:9][CH:3]([CH2:4]3)[CH2:2]1)[CH2:8]2.[CH2:12]([O:14][C:15]1[CH:22]=[CH:21][C:18]([CH:19]=O)=[CH:17][CH:16]=1)[CH3:13]. (2) Given the product [CH3:20][C:10]1[CH:15]=[CH:14][C:13]([S:16]([O:9][CH2:8][CH2:7][C:3]2[N:2]=[N:1][C:6]([CH3:22])=[N:5][N:4]=2)(=[O:18])=[O:17])=[CH:12][CH:11]=1, predict the reactants needed to synthesize it. The reactants are: [N:1]1[CH:6]=[N:5][N:4]=[C:3]([CH2:7][CH2:8][OH:9])[N:2]=1.[C:10]1([CH3:20])[CH:15]=[CH:14][C:13]([S:16](Cl)(=[O:18])=[O:17])=[CH:12][CH:11]=1.N1C=CC=C[CH:22]=1. (3) Given the product [Cl:10][C:11]([O:9][C:4]1[CH:5]=[CH:6][C:7]([CH3:8])=[C:2]([F:1])[CH:3]=1)=[O:13], predict the reactants needed to synthesize it. The reactants are: [F:1][C:2]1[CH:3]=[C:4]([OH:9])[CH:5]=[CH:6][C:7]=1[CH3:8].[Cl:10][C:11](Cl)([O:13]C(=O)OC(Cl)(Cl)Cl)Cl.N1C=CC=CC=1.